The task is: Predict the reactants needed to synthesize the given product.. This data is from Full USPTO retrosynthesis dataset with 1.9M reactions from patents (1976-2016). (1) The reactants are: [Cl:1][C:2]1[CH:9]=[CH:8][C:5]([CH:6]=[O:7])=[C:4]([CH3:10])[CH:3]=1.O[N:12]=[C:13]([C:15]1[O:16][CH:17]=[CH:18][CH:19]=1)[NH2:14]. Given the product [Cl:1][C:2]1[CH:9]=[CH:8][C:5]([CH:6]2[O:7][N:12]=[C:13]([C:15]3[O:16][CH:17]=[CH:18][CH:19]=3)[NH:14]2)=[C:4]([CH3:10])[CH:3]=1, predict the reactants needed to synthesize it. (2) Given the product [CH3:15][CH:14]1[CH:13]([CH3:17])[CH2:12][N:11]([C:26]([O:28][CH2:29][C:30]2[CH:35]=[CH:34][CH:33]=[CH:32][CH:31]=2)=[O:27])[CH2:10][CH2:9][N:8]1[C:1]([O:3][C:4]([CH3:5])([CH3:6])[CH3:7])=[O:2], predict the reactants needed to synthesize it. The reactants are: [C:1]([NH:8][CH2:9][CH2:10][NH2:11])([O:3][C:4]([CH3:7])([CH3:6])[CH3:5])=[O:2].[CH3:12][C:13](=[CH2:17])[C:14](=O)[CH3:15].C(N(CC)CC)C.Cl[C:26]([O:28][CH2:29][C:30]1[CH:35]=[CH:34][CH:33]=[CH:32][CH:31]=1)=[O:27].Cl.O1CCOCC1.[BH-](OC(C)=O)(OC(C)=O)OC(C)=O.[Na+].CC(OC(OC(OC(C)(C)C)=O)=O)(C)C.C(O)(=O)CC(CC(O)=O)(C(O)=O)O.